Dataset: Catalyst prediction with 721,799 reactions and 888 catalyst types from USPTO. Task: Predict which catalyst facilitates the given reaction. Reactant: O=[C:2]([CH2:9][CH2:10][C:11]([O:13][CH2:14][CH3:15])=[O:12])[CH2:3][C:4]([O:6][CH2:7][CH3:8])=[O:5].Cl.CCCCCO[N:23]=O.O=[C:26]([CH3:37])[CH2:27][C:28]([O:30][C:31]1[CH:36]=[CH:35][CH:34]=[CH:33][CH:32]=1)=[O:29]. Product: [CH2:14]([O:13][C:11]([CH2:10][CH2:9][C:2]1[C:27]([C:28]([O:30][C:31]2[CH:36]=[CH:35][CH:34]=[CH:33][CH:32]=2)=[O:29])=[C:26]([CH3:37])[NH:23][C:3]=1[C:4]([O:6][CH2:7][CH3:8])=[O:5])=[O:12])[CH3:15]. The catalyst class is: 183.